Dataset: CYP2D6 inhibition data for predicting drug metabolism from PubChem BioAssay. Task: Regression/Classification. Given a drug SMILES string, predict its absorption, distribution, metabolism, or excretion properties. Task type varies by dataset: regression for continuous measurements (e.g., permeability, clearance, half-life) or binary classification for categorical outcomes (e.g., BBB penetration, CYP inhibition). Dataset: cyp2d6_veith. The compound is Cc1cccc(NC(=S)N/N=C/c2ccc([N+](=O)[O-])s2)c1. The result is 0 (non-inhibitor).